Dataset: Peptide-MHC class I binding affinity with 185,985 pairs from IEDB/IMGT. Task: Regression. Given a peptide amino acid sequence and an MHC pseudo amino acid sequence, predict their binding affinity value. This is MHC class I binding data. (1) The peptide sequence is FAAEFKSRF. The MHC is H-2-Db with pseudo-sequence H-2-Db. The binding affinity (normalized) is 0.195. (2) The peptide sequence is EIKDTEEAL. The MHC is HLA-A02:01 with pseudo-sequence HLA-A02:01. The binding affinity (normalized) is 0.0847. (3) The peptide sequence is SQVKCCHYF. The MHC is HLA-A32:01 with pseudo-sequence HLA-A32:01. The binding affinity (normalized) is 0.136. (4) The peptide sequence is SYNNKEKKW. The MHC is HLA-A02:01 with pseudo-sequence HLA-A02:01. The binding affinity (normalized) is 0.